Task: Regression. Given two drug SMILES strings and cell line genomic features, predict the synergy score measuring deviation from expected non-interaction effect.. Dataset: NCI-60 drug combinations with 297,098 pairs across 59 cell lines (1) Drug 1: C1=NC(=NC(=O)N1C2C(C(C(O2)CO)O)O)N. Drug 2: CC12CCC3C(C1CCC2OP(=O)(O)O)CCC4=C3C=CC(=C4)OC(=O)N(CCCl)CCCl.[Na+]. Cell line: MOLT-4. Synergy scores: CSS=30.4, Synergy_ZIP=-7.56, Synergy_Bliss=-3.07, Synergy_Loewe=-0.214, Synergy_HSA=0.144. (2) Drug 1: CCC1(CC2CC(C3=C(CCN(C2)C1)C4=CC=CC=C4N3)(C5=C(C=C6C(=C5)C78CCN9C7C(C=CC9)(C(C(C8N6C=O)(C(=O)OC)O)OC(=O)C)CC)OC)C(=O)OC)O.OS(=O)(=O)O. Drug 2: C1C(C(OC1N2C=NC3=C(N=C(N=C32)Cl)N)CO)O. Cell line: CCRF-CEM. Synergy scores: CSS=77.2, Synergy_ZIP=-2.71, Synergy_Bliss=-2.82, Synergy_Loewe=-2.90, Synergy_HSA=-0.195.